From a dataset of Reaction yield outcomes from USPTO patents with 853,638 reactions. Predict the reaction yield, written as a fraction of the theoretical maximum amount of product (1.0 means a 100% yield; for example, 0.34 means a 34% yield). The reactants are [NH:1]1[CH2:6][CH2:5][NH:4][CH2:3]/[C:2]/1=[N:7]/[NH:8][C:9](=O)[C:10]([F:13])([F:12])[F:11].[ClH:15].C(OC)(C)(C)C. The catalyst is CO. The product is [ClH:15].[F:11][C:10]([F:13])([F:12])[C:9]1[N:1]2[CH2:6][CH2:5][NH:4][CH2:3][C:2]2=[N:7][N:8]=1. The yield is 0.907.